Dataset: Reaction yield outcomes from USPTO patents with 853,638 reactions. Task: Predict the reaction yield, written as a fraction of the theoretical maximum amount of product (1.0 means a 100% yield; for example, 0.34 means a 34% yield). The reactants are C(O[C:4](=[O:10])[CH2:5][S:6]([CH3:9])(=[O:8])=[O:7])C.[H-].[Na+].[H][H].[CH3:15][N:16]1C(=O)O[C:19](=[O:20])[C:18]2=[CH:24][CH:25]=[CH:26][CH:27]=[C:17]12.Cl. The catalyst is CC(N(C)C)=O. The product is [OH:20][C:19]1[C:18]2[C:17](=[CH:27][CH:26]=[CH:25][CH:24]=2)[N:16]([CH3:15])[C:4](=[O:10])[C:5]=1[S:6]([CH3:9])(=[O:7])=[O:8]. The yield is 0.480.